The task is: Regression. Given two drug SMILES strings and cell line genomic features, predict the synergy score measuring deviation from expected non-interaction effect.. This data is from NCI-60 drug combinations with 297,098 pairs across 59 cell lines. (1) Drug 1: CC1C(C(CC(O1)OC2CC(OC(C2O)C)OC3=CC4=CC5=C(C(=O)C(C(C5)C(C(=O)C(C(C)O)O)OC)OC6CC(C(C(O6)C)O)OC7CC(C(C(O7)C)O)OC8CC(C(C(O8)C)O)(C)O)C(=C4C(=C3C)O)O)O)O. Drug 2: CC1C(C(CC(O1)OC2CC(CC3=C2C(=C4C(=C3O)C(=O)C5=C(C4=O)C(=CC=C5)OC)O)(C(=O)CO)O)N)O.Cl. Cell line: UACC62. Synergy scores: CSS=49.1, Synergy_ZIP=8.23, Synergy_Bliss=11.3, Synergy_Loewe=0.123, Synergy_HSA=11.1. (2) Drug 1: C1=NC2=C(N=C(N=C2N1C3C(C(C(O3)CO)O)O)F)N. Drug 2: C1=NC(=NC(=O)N1C2C(C(C(O2)CO)O)O)N. Cell line: UACC62. Synergy scores: CSS=41.6, Synergy_ZIP=-0.661, Synergy_Bliss=0.0161, Synergy_Loewe=-14.8, Synergy_HSA=-0.811. (3) Drug 1: COC1=C(C=C2C(=C1)N=CN=C2NC3=CC(=C(C=C3)F)Cl)OCCCN4CCOCC4. Drug 2: C1=C(C(=O)NC(=O)N1)F. Cell line: OVCAR-8. Synergy scores: CSS=54.0, Synergy_ZIP=3.03, Synergy_Bliss=4.65, Synergy_Loewe=10.4, Synergy_HSA=12.4. (4) Drug 1: C1=CC(=C2C(=C1NCCNCCO)C(=O)C3=C(C=CC(=C3C2=O)O)O)NCCNCCO. Drug 2: CC1C(C(CC(O1)OC2CC(CC3=C2C(=C4C(=C3O)C(=O)C5=C(C4=O)C(=CC=C5)OC)O)(C(=O)C)O)N)O.Cl. Cell line: HT29. Synergy scores: CSS=43.2, Synergy_ZIP=1.43, Synergy_Bliss=1.22, Synergy_Loewe=-2.65, Synergy_HSA=4.02. (5) Drug 1: CCC(=C(C1=CC=CC=C1)C2=CC=C(C=C2)OCCN(C)C)C3=CC=CC=C3.C(C(=O)O)C(CC(=O)O)(C(=O)O)O. Drug 2: C(CN)CNCCSP(=O)(O)O. Cell line: MCF7. Synergy scores: CSS=7.84, Synergy_ZIP=-3.28, Synergy_Bliss=-0.198, Synergy_Loewe=-4.39, Synergy_HSA=0.954. (6) Drug 1: C1CCC(C(C1)N)N.C(=O)(C(=O)[O-])[O-].[Pt+4]. Synergy scores: CSS=13.9, Synergy_ZIP=-9.77, Synergy_Bliss=-6.65, Synergy_Loewe=-4.18, Synergy_HSA=-2.89. Drug 2: C1C(C(OC1N2C=NC(=NC2=O)N)CO)O. Cell line: SK-MEL-2.